From a dataset of NCI-60 drug combinations with 297,098 pairs across 59 cell lines. Regression. Given two drug SMILES strings and cell line genomic features, predict the synergy score measuring deviation from expected non-interaction effect. (1) Drug 1: CC1=CC2C(CCC3(C2CCC3(C(=O)C)OC(=O)C)C)C4(C1=CC(=O)CC4)C. Drug 2: C1=NNC2=C1C(=O)NC=N2. Cell line: OVCAR3. Synergy scores: CSS=2.32, Synergy_ZIP=-0.00398, Synergy_Bliss=1.78, Synergy_Loewe=-0.958, Synergy_HSA=-1.00. (2) Drug 1: CC1=CC=C(C=C1)C2=CC(=NN2C3=CC=C(C=C3)S(=O)(=O)N)C(F)(F)F. Drug 2: CC1C(C(CC(O1)OC2CC(CC3=C2C(=C4C(=C3O)C(=O)C5=C(C4=O)C(=CC=C5)OC)O)(C(=O)CO)O)N)O.Cl. Cell line: SK-MEL-2. Synergy scores: CSS=46.8, Synergy_ZIP=0.506, Synergy_Bliss=0.297, Synergy_Loewe=-14.1, Synergy_HSA=-0.330. (3) Drug 1: CNC(=O)C1=CC=CC=C1SC2=CC3=C(C=C2)C(=NN3)C=CC4=CC=CC=N4. Drug 2: C1=NC2=C(N=C(N=C2N1C3C(C(C(O3)CO)O)O)F)N. Cell line: T-47D. Synergy scores: CSS=-1.93, Synergy_ZIP=0.483, Synergy_Bliss=-0.0897, Synergy_Loewe=-1.68, Synergy_HSA=-1.20. (4) Drug 1: CC1=C(N=C(N=C1N)C(CC(=O)N)NCC(C(=O)N)N)C(=O)NC(C(C2=CN=CN2)OC3C(C(C(C(O3)CO)O)O)OC4C(C(C(C(O4)CO)O)OC(=O)N)O)C(=O)NC(C)C(C(C)C(=O)NC(C(C)O)C(=O)NCCC5=NC(=CS5)C6=NC(=CS6)C(=O)NCCC[S+](C)C)O. Drug 2: C1=NC2=C(N1)C(=S)N=CN2. Cell line: HCT-15. Synergy scores: CSS=33.8, Synergy_ZIP=-0.621, Synergy_Bliss=0.689, Synergy_Loewe=0.332, Synergy_HSA=4.03. (5) Drug 1: C1=CC(=CC=C1C#N)C(C2=CC=C(C=C2)C#N)N3C=NC=N3. Drug 2: CC1C(C(CC(O1)OC2CC(CC3=C2C(=C4C(=C3O)C(=O)C5=C(C4=O)C(=CC=C5)OC)O)(C(=O)CO)O)N)O.Cl. Cell line: K-562. Synergy scores: CSS=27.1, Synergy_ZIP=-5.46, Synergy_Bliss=-6.63, Synergy_Loewe=-12.4, Synergy_HSA=-6.76. (6) Drug 1: C1CCC(CC1)NC(=O)N(CCCl)N=O. Drug 2: CN(C)C1=NC(=NC(=N1)N(C)C)N(C)C. Cell line: UO-31. Synergy scores: CSS=7.28, Synergy_ZIP=-1.61, Synergy_Bliss=1.97, Synergy_Loewe=-3.14, Synergy_HSA=0.422.